Dataset: Full USPTO retrosynthesis dataset with 1.9M reactions from patents (1976-2016). Task: Predict the reactants needed to synthesize the given product. (1) Given the product [C:25]([O:24][C:22]([N:1]([CH2:2][CH2:3][CH2:4][OH:5])[CH2:16][C:7]1[CH:8]=[CH:9][C:10]2[C:15](=[CH:14][CH:13]=[CH:12][CH:11]=2)[CH:6]=1)=[O:23])([CH3:28])([CH3:27])[CH3:26], predict the reactants needed to synthesize it. The reactants are: [NH2:1][CH2:2][CH2:3][CH2:4][OH:5].[CH:6]1[C:15]2[C:10](=[CH:11][CH:12]=[CH:13][CH:14]=2)[CH:9]=[CH:8][C:7]=1[CH:16]=O.C([BH3-])#N.[Na+].[C:22](O[C:22]([O:24][C:25]([CH3:28])([CH3:27])[CH3:26])=[O:23])([O:24][C:25]([CH3:28])([CH3:27])[CH3:26])=[O:23]. (2) Given the product [CH3:1][C@H:2]([CH2:9][O:10][CH:11]1[CH2:16][CH2:15][CH2:14][CH2:13][O:12]1)[CH2:3][C:4]#[C:5][C:6](=[O:8])[CH3:7], predict the reactants needed to synthesize it. The reactants are: [CH3:1][C@H:2]([CH2:9][O:10][CH:11]1[CH2:16][CH2:15][CH2:14][CH2:13][O:12]1)[CH2:3][C:4]#[C:5][CH:6]([OH:8])[CH3:7].